This data is from CYP3A4 inhibition data for predicting drug metabolism from PubChem BioAssay. The task is: Regression/Classification. Given a drug SMILES string, predict its absorption, distribution, metabolism, or excretion properties. Task type varies by dataset: regression for continuous measurements (e.g., permeability, clearance, half-life) or binary classification for categorical outcomes (e.g., BBB penetration, CYP inhibition). Dataset: cyp3a4_veith. (1) The drug is Cn1c(CN2CCCC2)nc2cc(NC(=O)C3CCCCC3)ccc21. The result is 0 (non-inhibitor). (2) The compound is CC(C)=CCC/C(C)=C/CO/N=C1/C[C@@H](O)[C@@H](O)[C@@H]2[C@@H]3C(=O)N(c4cccc(Oc5ccccc5)c4)C(=O)[C@H]3CC[C@@H]12. The result is 0 (non-inhibitor). (3) The drug is CC#CCCCC(=O)Nc1ccc(C(=O)O)cc1. The result is 0 (non-inhibitor). (4) The compound is COc1ccc(OC)c(C2C3=C(COC3=O)Nc3cc4c(cc32)OCO4)c1. The result is 1 (inhibitor). (5) The molecule is COc1ccc(CCN2CC(O)=C(c3nc(C)cs3)C2=N)cc1OC. The result is 1 (inhibitor). (6) The drug is c1ccc(-c2cccc(N3CCCC4(CCNCC4)C3)c2)cc1. The result is 1 (inhibitor). (7) The compound is O=C1c2ccccc2C(=O)N1CCCCN(C(=O)c1ccc([N+](=O)[O-])cc1)c1ccc(Cl)cc1. The result is 1 (inhibitor). (8) The molecule is CC[C@H](C)C(=O)O[C@@H]1[C@H](O)[C@@H]2[C@H](CN3C[C@@H](C)CC[C@@H]3[C@@]2(C)O)[C@@H]2C[C@@]34O[C@@]5(O)[C@@H](OC(=O)[C@](C)(O)CC)CC[C@@]3(C)[C@H]5[C@H](OC(C)=O)[C@@H](OC(C)=O)[C@H]4[C@@]21O. The result is 0 (non-inhibitor). (9) The molecule is C[C@@H](C(=O)NCc1nc2ccccc2[nH]1)[C@@H]1C[C@@]1(C)[C@@H](NC(=O)OCc1ccccc1)c1ccccc1. The result is 1 (inhibitor). (10) The drug is O=C(c1ccncc1)N1CCC2(CC1)CCN(C(c1ccccc1)c1ccccc1)CC2. The result is 0 (non-inhibitor).